From a dataset of CYP3A4 inhibition data for predicting drug metabolism from PubChem BioAssay. Regression/Classification. Given a drug SMILES string, predict its absorption, distribution, metabolism, or excretion properties. Task type varies by dataset: regression for continuous measurements (e.g., permeability, clearance, half-life) or binary classification for categorical outcomes (e.g., BBB penetration, CYP inhibition). Dataset: cyp3a4_veith. (1) The compound is CCOC(=O)c1[nH]c2ccc(OC)cc2c1NC(=O)c1ccc2c(c1)OCO2. The result is 1 (inhibitor). (2) The molecule is COCC(=O)N(C)c1nnc(-c2ccc([N+](=O)[O-])cc2)s1. The result is 0 (non-inhibitor). (3) The molecule is O=C(Cc1c[nH]c2ccccc12)OCC(=O)c1ccccc1. The result is 1 (inhibitor). (4) The compound is N#CC(CC(=O)O)=C(c1ccccc1)c1ccccc1. The result is 0 (non-inhibitor). (5) The molecule is Cc1ccc(C)c(CN2C(=O)C3CCCN3c3ccc(S(=O)(=O)N4CCOCC4)cc32)c1. The result is 1 (inhibitor). (6) The molecule is Clc1ccc(CSc2ncnc3c2ncn3[C@@H]2CCCCO2)cc1. The result is 0 (non-inhibitor).